Dataset: Reaction yield outcomes from USPTO patents with 853,638 reactions. Task: Predict the reaction yield, written as a fraction of the theoretical maximum amount of product (1.0 means a 100% yield; for example, 0.34 means a 34% yield). (1) The reactants are CC1(C)[O:6][C@@H:5]([CH2:7][O:8][C:9]2[CH:14]=[CH:13][N:12]=[C:11]([NH:15][C:16]([N:18]3[C@@H:24]4[CH2:25][N:21]([CH2:22][CH2:23]4)[C:20]4[CH:26]=[CH:27][C:28]([C:30]5[CH:35]=[CH:34][CH:33]=[C:32]([C:36]([F:39])([F:38])[F:37])[CH:31]=5)=[N:29][C:19]3=4)=[O:17])[CH:10]=2)[CH2:4][O:3]1.O.Cl.O1CCOCC1. The catalyst is ClCCl. The product is [OH:6][C@H:5]([CH2:4][OH:3])[CH2:7][O:8][C:9]1[CH:14]=[CH:13][N:12]=[C:11]([NH:15][C:16]([N:18]2[C@@H:24]3[CH2:25][N:21]([CH2:22][CH2:23]3)[C:20]3[CH:26]=[CH:27][C:28]([C:30]4[CH:35]=[CH:34][CH:33]=[C:32]([C:36]([F:37])([F:39])[F:38])[CH:31]=4)=[N:29][C:19]2=3)=[O:17])[CH:10]=1. The yield is 0.680. (2) The reactants are C([NH:8][CH:9]1[CH2:14][CH2:13][C:12]([CH3:28])([S:15]([C:18]2[CH:23]=[CH:22][CH:21]=[C:20]([C:24]([F:27])([F:26])[F:25])[CH:19]=2)(=[O:17])=[O:16])[CH2:11][CH2:10]1)C1C=CC=CC=1. The catalyst is CO.[OH-].[OH-].[Pd+2]. The product is [CH3:28][C:12]1([S:15]([C:18]2[CH:23]=[CH:22][CH:21]=[C:20]([C:24]([F:27])([F:25])[F:26])[CH:19]=2)(=[O:16])=[O:17])[CH2:11][CH2:10][CH:9]([NH2:8])[CH2:14][CH2:13]1. The yield is 0.980. (3) The reactants are COC[O:4][C:5]1[CH:10]=[C:9]([O:11]COC)[CH:8]=[CH:7][C:6]=1[CH:15]1[CH2:20][CH2:19][CH2:18][CH:17]([C:21]([NH2:23])=[O:22])[CH2:16]1. The catalyst is CO. The product is [OH:4][C:5]1[CH:10]=[C:9]([OH:11])[CH:8]=[CH:7][C:6]=1[CH:15]1[CH2:20][CH2:19][CH2:18][CH:17]([C:21]([NH2:23])=[O:22])[CH2:16]1. The yield is 0.310. (4) The reactants are [Si:1]([O:8][CH2:9][C@@H:10]([NH:14][C:15](=[O:21])[O:16][C:17]([CH3:20])([CH3:19])[CH3:18])[CH2:11][CH:12]=[CH2:13])([C:4]([CH3:7])([CH3:6])[CH3:5])([CH3:3])[CH3:2].[CH3:22]I.[H-].[Na+]. The catalyst is CN(C=O)C. The product is [Si:1]([O:8][CH2:9][C@@H:10]([N:14]([CH3:22])[C:15](=[O:21])[O:16][C:17]([CH3:20])([CH3:19])[CH3:18])[CH2:11][CH:12]=[CH2:13])([C:4]([CH3:7])([CH3:5])[CH3:6])([CH3:3])[CH3:2]. The yield is 0.810.